From a dataset of NCI-60 drug combinations with 297,098 pairs across 59 cell lines. Regression. Given two drug SMILES strings and cell line genomic features, predict the synergy score measuring deviation from expected non-interaction effect. (1) Drug 1: C1CC(=O)NC(=O)C1N2CC3=C(C2=O)C=CC=C3N. Drug 2: CC1=C(C(=O)C2=C(C1=O)N3CC4C(C3(C2COC(=O)N)OC)N4)N. Cell line: RPMI-8226. Synergy scores: CSS=32.9, Synergy_ZIP=-0.919, Synergy_Bliss=2.87, Synergy_Loewe=7.92, Synergy_HSA=8.01. (2) Drug 1: CC(C)NC(=O)C1=CC=C(C=C1)CNNC.Cl. Drug 2: C1CCC(C(C1)N)N.C(=O)(C(=O)[O-])[O-].[Pt+4]. Cell line: NCI-H522. Synergy scores: CSS=8.32, Synergy_ZIP=-2.56, Synergy_Bliss=-0.941, Synergy_Loewe=-10.2, Synergy_HSA=-2.24. (3) Drug 1: COC1=C(C=C2C(=C1)N=CN=C2NC3=CC(=C(C=C3)F)Cl)OCCCN4CCOCC4. Drug 2: COC1=CC(=CC(=C1O)OC)C2C3C(COC3=O)C(C4=CC5=C(C=C24)OCO5)OC6C(C(C7C(O6)COC(O7)C8=CC=CS8)O)O. Cell line: HT29. Synergy scores: CSS=43.9, Synergy_ZIP=-2.40, Synergy_Bliss=-1.36, Synergy_Loewe=2.90, Synergy_HSA=3.75.